This data is from Catalyst prediction with 721,799 reactions and 888 catalyst types from USPTO. The task is: Predict which catalyst facilitates the given reaction. (1) Reactant: [CH2:1]([O:3][C:4]([C:6]1[S:7][CH:8]=[C:9]([C:11](O)=[O:12])[N:10]=1)=[O:5])[CH3:2].C1COCC1. Product: [OH:12][CH2:11][C:9]1[N:10]=[C:6]([C:4]([O:3][CH2:1][CH3:2])=[O:5])[S:7][CH:8]=1. The catalyst class is: 5. (2) Reactant: [OH-:1].[Na+].C[O:4][C:5]([C:7]1[C:19]2[C:18]3[C:13](=[CH:14][CH:15]=[CH:16][CH:17]=3)[N:12]([C:20]3[CH:25]=[CH:24][C:23]([C:26]#[N:27])=[CH:22][N:21]=3)[C:11]=2[CH:10]=[CH:9][CH:8]=1)=[O:6]. The catalyst class is: 5. Product: [C:26]([C:23]1[CH:24]=[CH:25][C:20]([N:12]2[C:11]3[CH:10]=[CH:9][CH:8]=[C:7]([C:5]([OH:6])=[O:4])[C:19]=3[C:18]3[C:13]2=[CH:14][CH:15]=[CH:16][CH:17]=3)=[N:21][CH:22]=1)(=[O:1])[NH2:27].